Dataset: Full USPTO retrosynthesis dataset with 1.9M reactions from patents (1976-2016). Task: Predict the reactants needed to synthesize the given product. (1) Given the product [C:1]([O:5][C:6](=[O:24])[NH:7][C:8]1[CH:13]=[C:12]([O:14][CH3:15])[C:11]([N:16]2[CH:20]=[CH:19][CH:18]=[CH:17]2)=[CH:10][C:9]=1[NH2:21])([CH3:4])([CH3:2])[CH3:3], predict the reactants needed to synthesize it. The reactants are: [C:1]([O:5][C:6](=[O:24])[NH:7][C:8]1[CH:13]=[C:12]([O:14][CH3:15])[C:11]([N:16]2[CH:20]=[CH:19][CH:18]=[CH:17]2)=[CH:10][C:9]=1[N+:21]([O-])=O)([CH3:4])([CH3:3])[CH3:2]. (2) Given the product [CH2:1]([NH:3][C:4]1[N:5]=[CH:6][C:7]2[C:16](=[O:17])[N:15]([C:18]3[CH:23]=[CH:22][CH:21]=[C:20]([O:24][CH:25]4[CH2:30][CH2:29][N:28]([CH3:34])[CH2:27][CH2:26]4)[CH:19]=3)[CH2:14][C@H:13]3[N:9]([CH2:10][CH2:11][CH2:12]3)[C:8]=2[N:31]=1)[CH3:2], predict the reactants needed to synthesize it. The reactants are: [CH2:1]([NH:3][C:4]1[N:5]=[CH:6][C:7]2[C:16](=[O:17])[N:15]([C:18]3[CH:23]=[CH:22][CH:21]=[C:20]([O:24][CH:25]4[CH2:30][CH2:29][NH:28][CH2:27][CH2:26]4)[CH:19]=3)[CH2:14][C@H:13]3[N:9]([CH2:10][CH2:11][CH2:12]3)[C:8]=2[N:31]=1)[CH3:2].C=O.[C:34](O[BH-](OC(=O)C)OC(=O)C)(=O)C.[Na+].C(=O)(O)[O-].[Na+].